From a dataset of Forward reaction prediction with 1.9M reactions from USPTO patents (1976-2016). Predict the product of the given reaction. (1) Given the reactants [OH:1][CH2:2][CH:3]([NH:12][CH:13]([CH:21]([CH3:23])[CH3:22])[C:14]([O:16][C:17]([CH3:20])([CH3:19])[CH3:18])=[O:15])[C:4]1[CH:9]=[CH:8][C:7]([O:10][CH3:11])=[CH:6][CH:5]=1.C(Cl)Cl.N1C=CC=CC=1.[S:33](Cl)(Cl)=[O:34].[OH2:37], predict the reaction product. The product is: [CH3:11][O:10][C:7]1[CH:6]=[CH:5][C:4]([CH:3]2[CH2:2][O:1][S:33](=[O:34])(=[O:37])[N:12]2[CH:13]([CH:21]([CH3:23])[CH3:22])[C:14]([O:16][C:17]([CH3:18])([CH3:20])[CH3:19])=[O:15])=[CH:9][CH:8]=1. (2) Given the reactants [CH3:1][O:2][C:3]1[N:8]=[CH:7][C:6]([N:9]2[C:13]([C:14]3[CH:19]=[CH:18][CH:17]=[CH:16][CH:15]=3)=[CH:12][C:11]([C:20]([O:22]CC)=[O:21])=[N:10]2)=[CH:5][CH:4]=1.[OH-].[Na+], predict the reaction product. The product is: [CH3:1][O:2][C:3]1[N:8]=[CH:7][C:6]([N:9]2[C:13]([C:14]3[CH:19]=[CH:18][CH:17]=[CH:16][CH:15]=3)=[CH:12][C:11]([C:20]([OH:22])=[O:21])=[N:10]2)=[CH:5][CH:4]=1. (3) Given the reactants Br[CH2:2][CH2:3][CH2:4][Cl:5].[F:6][C:7]([F:17])([F:16])[O:8][C:9]1[CH:14]=[CH:13][C:12]([OH:15])=[CH:11][CH:10]=1.C(=O)([O-])[O-].[K+].[K+], predict the reaction product. The product is: [Cl:5][CH2:4][CH2:3][CH2:2][O:15][C:12]1[CH:13]=[CH:14][C:9]([O:8][C:7]([F:6])([F:16])[F:17])=[CH:10][CH:11]=1. (4) Given the reactants [CH2:1]([C:3]1[S:27][C:6]2[N:7]=[CH:8][N:9]=[C:10]([O:11][C@@H:12]([CH2:18][C:19]3[CH:24]=[CH:23][CH:22]=[CH:21][C:20]=3[O:25][CH3:26])[C:13]([O:15][CH2:16][CH3:17])=[O:14])[C:5]=2[C:4]=1I)[CH3:2].[Cl:29][C:30]1[C:35]([CH3:36])=[C:34](B2OC(C)(C)C(C)(C)O2)[CH:33]=[CH:32][C:31]=1[OH:46].Cl, predict the reaction product. The product is: [Cl:29][C:30]1[C:35]([CH3:36])=[C:34]([C:4]2[C:5]3[C:10]([O:11][C@@H:12]([CH2:18][C:19]4[CH:24]=[CH:23][CH:22]=[CH:21][C:20]=4[O:25][CH3:26])[C:13]([O:15][CH2:16][CH3:17])=[O:14])=[N:9][CH:8]=[N:7][C:6]=3[S:27][C:3]=2[CH2:1][CH3:2])[CH:33]=[CH:32][C:31]=1[OH:46]. (5) Given the reactants CC1(C)C(C)(C)OB([C:9]2[CH:10]=[C:11]3[C:15](=[CH:16][CH:17]=2)[N:14]([C:18]([O:20][C:21]([CH3:24])([CH3:23])[CH3:22])=[O:19])[CH:13]=[CH:12]3)O1.I[C:27]1[C:35]2[C:30](=[N:31][CH:32]=[N:33][C:34]=2[NH2:36])[N:29]([CH:37]([CH3:39])[CH3:38])[N:28]=1.C([O-])([O-])=O.[Na+].[Na+].[CH3:46][CH2:47]O, predict the reaction product. The product is: [NH2:36][C:34]1[N:33]=[CH:32][N:31]=[C:30]2[N:29]([CH:37]3[CH2:39][CH2:47][CH2:46][CH2:38]3)[N:28]=[C:27]([C:9]3[CH:10]=[C:11]4[C:15](=[CH:16][CH:17]=3)[N:14]([C:18]([O:20][C:21]([CH3:22])([CH3:23])[CH3:24])=[O:19])[CH:13]=[CH:12]4)[C:35]=12.